This data is from Full USPTO retrosynthesis dataset with 1.9M reactions from patents (1976-2016). The task is: Predict the reactants needed to synthesize the given product. (1) Given the product [NH2:9][CH2:8][C:6]1[CH:5]=[CH:4][N:3]([C:17]2[CH:22]=[CH:21][N:20]=[C:19]([C:23]([F:26])([F:24])[F:25])[CH:18]=2)[C:2](=[O:1])[CH:7]=1, predict the reactants needed to synthesize it. The reactants are: [O:1]=[C:2]1[CH:7]=[C:6]([CH2:8][NH:9]C(=O)OC(C)(C)C)[CH:5]=[CH:4][N:3]1[C:17]1[CH:22]=[CH:21][N:20]=[C:19]([C:23]([F:26])([F:25])[F:24])[CH:18]=1.C(O)(C(F)(F)F)=O. (2) Given the product [Cl:1][C:2]([F:37])([F:38])[C:3]1[N:7]2[C:8]3[CH:32]=[CH:31][C:30]([C:33]([F:36])([F:35])[F:34])=[CH:29][C:9]=3[C@@H:10]([C:19]3[CH:24]=[CH:23][CH:22]=[C:21]([O:25][CH3:26])[C:20]=3[O:27][CH3:28])[O:11][C@H:12]([CH2:13][C:14]([OH:16])=[O:15])[C:6]2=[N:5][N:4]=1, predict the reactants needed to synthesize it. The reactants are: [Cl:1][C:2]([F:38])([F:37])[C:3]1[N:7]2[C:8]3[CH:32]=[CH:31][C:30]([C:33]([F:36])([F:35])[F:34])=[CH:29][C:9]=3[C@H:10]([C:19]3[CH:24]=[CH:23][CH:22]=[C:21]([O:25][CH3:26])[C:20]=3[O:27][CH3:28])[O:11][C@@H:12]([CH2:13][C:14]([O:16]CC)=[O:15])[C:6]2=[N:5][N:4]=1.Cl. (3) Given the product [F:47][C:34]1[CH:35]=[C:36]([C:37]2[CH:42]=[CH:41][CH:40]=[CH:39][C:38]=2[C:43]([F:46])([F:44])[F:45])[C:30]2[O:29][CH:28]([CH2:27][NH2:24])[CH2:32][C:31]=2[CH:33]=1, predict the reactants needed to synthesize it. The reactants are: [N-]=[N+]=[N-].[Na+].N(CC1CC2C=C(Cl)C=C(C3C=CSC=3)C=2O1)=[N+]=[N-].[N:24]([CH2:27][CH:28]1[CH2:32][C:31]2[CH:33]=[C:34]([F:47])[CH:35]=[C:36]([C:37]3[CH:42]=[CH:41][CH:40]=[CH:39][C:38]=3[C:43]([F:46])([F:45])[F:44])[C:30]=2[O:29]1)=[N+]=[N-].[N-]=[N+]=[N-].C1(P(C2C=CC=CC=2)C2C=CC=CC=2)C=CC=CC=1.